Dataset: Forward reaction prediction with 1.9M reactions from USPTO patents (1976-2016). Task: Predict the product of the given reaction. Given the reactants [O:1]1[C:10]2[C:5](=[CH:6][CH:7]=[CH:8][CH:9]=2)[CH:4]([CH2:11][C:12]([OH:19])([C:15]([F:18])([F:17])[F:16])[CH:13]=O)[CH2:3][CH2:2]1.[NH2:20][C:21]1[CH:30]=[C:29]([F:31])[C:28]([F:32])=[C:27]2[C:22]=1[CH:23]=[N:24][C:25]([CH3:33])=[N:26]2, predict the reaction product. The product is: [O:1]1[C:10]2[C:5](=[CH:6][CH:7]=[CH:8][CH:9]=2)[CH:4]([CH2:11][C:12]([C:15]([F:16])([F:17])[F:18])([OH:19])[CH:13]=[N:20][C:21]2[CH:30]=[C:29]([F:31])[C:28]([F:32])=[C:27]3[C:22]=2[CH:23]=[N:24][C:25]([CH3:33])=[N:26]3)[CH2:3][CH2:2]1.